From a dataset of Aqueous solubility values for 9,982 compounds from the AqSolDB database. Regression/Classification. Given a drug SMILES string, predict its absorption, distribution, metabolism, or excretion properties. Task type varies by dataset: regression for continuous measurements (e.g., permeability, clearance, half-life) or binary classification for categorical outcomes (e.g., BBB penetration, CYP inhibition). For this dataset (solubility_aqsoldb), we predict Y. The drug is CCCCC(CC)COC(=O)C1CCC(C(=O)OCC(CC)CCCC)CC1. The Y is -6.93 log mol/L.